From a dataset of Forward reaction prediction with 1.9M reactions from USPTO patents (1976-2016). Predict the product of the given reaction. (1) Given the reactants Br[C:2]1[CH:10]=[C:9]2[C:5]([C:6]([CH:11]3[CH2:15][C:14](=[O:16])[NH:13][C:12]3=[O:17])=[CH:7][NH:8]2)=[CH:4][CH:3]=1.[C:18]([Cu])#[N:19], predict the reaction product. The product is: [O:17]=[C:12]1[CH:11]([C:6]2[C:5]3[C:9](=[CH:10][C:2]([C:18]#[N:19])=[CH:3][CH:4]=3)[NH:8][CH:7]=2)[CH2:15][C:14](=[O:16])[NH:13]1. (2) Given the reactants [NH2:1][C:2]1[CH:7]=[CH:6][N:5]=[C:4]([N:8]2[CH2:13][CH2:12][CH:11]([OH:14])[C:10]([F:16])([CH3:15])[CH2:9]2)[N:3]=1.Br[C:18]1[N:23]=[CH:22][C:21]2[N:24]=[C:25]([CH2:30][OH:31])[N:26]([CH:27]([CH3:29])[CH3:28])[C:20]=2[CH:19]=1, predict the reaction product. The product is: [F:16][C:10]1([CH3:15])[CH:11]([OH:14])[CH2:12][CH2:13][N:8]([C:4]2[N:3]=[C:2]([NH:1][C:18]3[N:23]=[CH:22][C:21]4[N:24]=[C:25]([CH2:30][OH:31])[N:26]([CH:27]([CH3:28])[CH3:29])[C:20]=4[CH:19]=3)[CH:7]=[CH:6][N:5]=2)[CH2:9]1. (3) Given the reactants [Cr](O[Cr]([O-])(=O)=O)([O-])(=O)=O.[NH+]1C=CC=CC=1.[NH+]1C=CC=CC=1.[CH3:22][CH:23]1[CH2:27][C:26]([CH3:29])([CH3:28])[CH2:25][C:24]1=[CH:30][CH2:31][CH2:32][CH2:33][CH2:34][OH:35], predict the reaction product. The product is: [CH3:22][CH:23]1[CH2:27][C:26]([CH3:28])([CH3:29])[CH2:25][C:24]1=[CH:30][CH2:31][CH2:32][CH2:33][CH:34]=[O:35]. (4) Given the reactants Cl.[CH3:2][NH:3][CH2:4][CH2:5][CH2:6][C:7]([OH:9])=[O:8].S(Cl)(Cl)=O.[CH3:14]O, predict the reaction product. The product is: [CH3:14][O:8][C:7](=[O:9])[CH2:6][CH2:5][CH2:4][NH:3][CH3:2]. (5) Given the reactants O[N:2]=[C:3]([C:5]1[CH:14]=[CH:13][C:8]([C:9]([O:11][CH3:12])=[O:10])=[CH:7][C:6]=1[CH3:15])[CH3:4].[ClH:16], predict the reaction product. The product is: [ClH:16].[NH2:2][CH:3]([C:5]1[CH:14]=[CH:13][C:8]([C:9]([O:11][CH3:12])=[O:10])=[CH:7][C:6]=1[CH3:15])[CH3:4]. (6) Given the reactants [C:1]([O:5][C:6]([N:8]1[CH2:15][CH2:14][CH2:13][C@H:9]1[C:10]([OH:12])=O)=[O:7])([CH3:4])([CH3:3])[CH3:2].C(N1C=CN=C1)(N1C=CN=C1)=O.[NH2:28][C:29]1[S:30][CH:31]=[CH:32][N:33]=1.O, predict the reaction product. The product is: [S:30]1[CH:31]=[CH:32][N:33]=[C:29]1[NH:28][C:10]([C@@H:9]1[CH2:13][CH2:14][CH2:15][N:8]1[C:6]([O:5][C:1]([CH3:2])([CH3:3])[CH3:4])=[O:7])=[O:12].